From a dataset of Reaction yield outcomes from USPTO patents with 853,638 reactions. Predict the reaction yield, written as a fraction of the theoretical maximum amount of product (1.0 means a 100% yield; for example, 0.34 means a 34% yield). (1) The reactants are [CH2:1]([O:8][C:9]1[CH:14]=[CH:13][N:12]([CH2:15][C:16]2[CH:21]=[CH:20][CH:19]=[C:18]([F:22])[CH:17]=2)[C:11](=[O:23])[CH:10]=1)[C:2]1[CH:7]=[CH:6][CH:5]=[CH:4][CH:3]=1.[I:24]N1C(=O)CCC1=O. The catalyst is C(#N)C. The product is [CH2:1]([O:8][C:9]1[CH:14]=[CH:13][N:12]([CH2:15][C:16]2[CH:21]=[CH:20][CH:19]=[C:18]([F:22])[CH:17]=2)[C:11](=[O:23])[C:10]=1[I:24])[C:2]1[CH:7]=[CH:6][CH:5]=[CH:4][CH:3]=1. The yield is 0.900. (2) The reactants are [CH3:1][C:2]1[N:3]=[C:4]2[CH:9]=[CH:8][C:7]([CH:10]=O)=[CH:6][N:5]2[C:12]=1[C:13]1[S:14][C:15]([C:24]2[N:28]=[CH:27][N:26](C3CCCCO3)[N:25]=2)=[C:16]([C:18]2[CH:23]=[CH:22][CH:21]=[CH:20][CH:19]=2)[N:17]=1.[NH2:35][CH2:36][CH2:37][NH:38][C:39](OC(C)(C)C)=O.C(Cl)Cl.C(O)(=O)C.C(O[BH-](OC(=O)C)OC(=O)C)(=O)C.[Na+].C=O.FC(F)(F)C(O)=O. No catalyst specified. The product is [CH3:39][N:38]([CH2:10][C:7]1[CH:8]=[CH:9][C:4]2[N:5]([C:12]([C:13]3[S:14][C:15]([C:24]4[NH:28][CH:27]=[N:26][N:25]=4)=[C:16]([C:18]4[CH:23]=[CH:22][CH:21]=[CH:20][CH:19]=4)[N:17]=3)=[C:2]([CH3:1])[N:3]=2)[CH:6]=1)[CH2:37][CH2:36][NH2:35]. The yield is 0.138. (3) The reactants are Cl[C:2]1[N:7]=[C:6]([NH:8][C:9]2[CH:14]=[CH:13][CH:12]=[C:11]([OH:15])[CH:10]=2)[C:5]([F:16])=[CH:4][N:3]=1.[NH2:17][CH2:18][CH2:19][C:20]1[C:28]2[C:23](=[CH:24][CH:25]=[CH:26][CH:27]=2)[NH:22][CH:21]=1. No catalyst specified. The product is [F:16][C:5]1[C:6]([NH:8][C:9]2[CH:14]=[CH:13][CH:12]=[C:11]([OH:15])[CH:10]=2)=[N:7][C:2]([NH:17][CH2:18][CH2:19][C:20]2[C:28]3[C:23](=[CH:24][CH:25]=[CH:26][CH:27]=3)[NH:22][CH:21]=2)=[N:3][CH:4]=1. The yield is 0.530. (4) The reactants are [C:1]([O:5][CH2:6][C:7]1[CH:12]=[CH:11][CH:10]=[CH:9][CH:8]=1)(=[O:4])[C:2]#[CH:3].[CH2:13]([SnH:17]([CH2:22][CH2:23][CH2:24][CH3:25])[CH2:18][CH2:19][CH2:20][CH3:21])[CH2:14][CH2:15][CH3:16]. The catalyst is C1COCC1.C1C=CC([P]([Pd]([P](C2C=CC=CC=2)(C2C=CC=CC=2)C2C=CC=CC=2)([P](C2C=CC=CC=2)(C2C=CC=CC=2)C2C=CC=CC=2)[P](C2C=CC=CC=2)(C2C=CC=CC=2)C2C=CC=CC=2)(C2C=CC=CC=2)C2C=CC=CC=2)=CC=1. The product is [CH2:22]([Sn:17]([CH2:13][CH2:14][CH2:15][CH3:16])([CH2:18][CH2:19][CH2:20][CH3:21])[C:2](=[CH2:3])[C:1]([O:5][CH2:6][C:7]1[CH:12]=[CH:11][CH:10]=[CH:9][CH:8]=1)=[O:4])[CH2:23][CH2:24][CH3:25]. The yield is 0.730. (5) The reactants are [CH3:1][N:2]([CH3:22])[C:3]([CH2:5][CH2:6][CH2:7][C:8]#[C:9][C:10]1[CH:11]=[C:12]([CH:19]=[CH:20][CH:21]=1)[C:13]([NH:15][CH2:16][CH2:17][F:18])=[O:14])=[O:4]. The catalyst is [Ni]. The product is [CH3:22][N:2]([CH3:1])[C:3]([CH2:5][CH2:6][CH2:7][CH:8]=[CH:9][C:10]1[CH:11]=[C:12]([CH:19]=[CH:20][CH:21]=1)[C:13]([NH:15][CH2:16][CH2:17][F:18])=[O:14])=[O:4]. The yield is 0.400. (6) The reactants are [C:1]([OH:9])(=O)[C:2]1[CH:7]=[CH:6][N:5]=[CH:4][CH:3]=1.CN([C:13]([O:17][N:18]1N=NC2C=CC=N[C:19]1=2)=[N+](C)C)C.F[P-](F)(F)(F)(F)F.COCN. The catalyst is C(Cl)Cl.O. The product is [CH3:13][O:17][N:18]([CH3:19])[C:1](=[O:9])[C:2]1[CH:7]=[CH:6][N:5]=[CH:4][CH:3]=1. The yield is 0.550. (7) The reactants are FC(F)(F)C(O)=O.C(OC(=O)[NH:14][C@@H:15]([CH2:31][N:32]1[CH2:37][C:36](=[O:38])[N:35]([C:39]2[C:44]([F:45])=[CH:43][CH:42]=[CH:41][C:40]=2[F:46])[CH2:34][C:33]1([CH3:48])[CH3:47])[C@@H:16]([OH:30])[CH2:17][C@H:18]([C:20](=[O:29])[NH:21][CH2:22][C:23]([C:26](=O)N)([CH3:25])[CH3:24])[CH3:19])(C)(C)C.[C:50]([OH:57])(=[O:56])/[CH:51]=[CH:52]/[C:53]([OH:55])=[O:54].[CH3:58][C:59]([CH3:90])([CH3:89])[CH2:60][NH:61][C:62](=[O:88])[C@H:63]([CH3:87])[CH2:64][C@H:65]([OH:86])[C@@H:66]([NH2:85])[CH2:67][N:68]1[CH2:73][C:72](=[O:74])[N:71]([C:75]2[C:80]([F:81])=[CH:79][CH:78]=[CH:77][C:76]=2[F:82])[CH2:70][C:69]1([CH3:84])[CH3:83]. The catalyst is C(Cl)Cl.CO. The product is [C:50]([OH:57])(=[O:56])/[CH:51]=[CH:52]/[C:53]([OH:55])=[O:54].[CH3:25][C:23]([CH3:24])([CH3:26])[CH2:22][NH:21][C:20](=[O:29])[C@H:18]([CH3:19])[CH2:17][C@H:16]([OH:30])[C@@H:15]([NH2:14])[CH2:31][N:32]1[CH2:37][C:36](=[O:38])[N:35]([C:39]2[C:44]([F:45])=[CH:43][CH:42]=[CH:41][C:40]=2[F:46])[CH2:34][C:33]1([CH3:47])[CH3:48].[NH2:85][C@@H:66]([CH2:67][N:68]1[CH2:73][C:72](=[O:74])[N:71]([C:75]2[C:76]([F:82])=[CH:77][CH:78]=[CH:79][C:80]=2[F:81])[CH2:70][C:69]1([CH3:83])[CH3:84])[C@@H:65]([OH:86])[CH2:64][C@@H:63]([CH3:87])[C:62]([NH:61][CH2:60][C:59]([CH3:89])([CH3:58])[CH3:90])=[O:88]. The yield is 0.840.